From a dataset of Forward reaction prediction with 1.9M reactions from USPTO patents (1976-2016). Predict the product of the given reaction. (1) Given the reactants Br[CH2:2][CH2:3][CH2:4][CH2:5][N:6]1[C:10](=[O:11])[CH:9]2[CH2:12][CH2:13][CH2:14][N:8]2[C:7]1=[O:15].[CH2:16]([C@H:18]1[NH:23][CH2:22][CH2:21][N:20]([C:24]2[CH:29]=[CH:28][CH:27]=[C:26]([O:30][CH3:31])[CH:25]=2)[CH2:19]1)[CH3:17], predict the reaction product. The product is: [CH2:16]([C@@H:18]1[CH2:19][N:20]([C:24]2[CH:29]=[CH:28][CH:27]=[C:26]([O:30][CH3:31])[CH:25]=2)[CH2:21][CH2:22][N:23]1[CH2:2][CH2:3][CH2:4][CH2:5][N:6]1[C:10](=[O:11])[CH:9]2[CH2:12][CH2:13][CH2:14][N:8]2[C:7]1=[O:15])[CH3:17]. (2) Given the reactants [Cl:1][CH2:2][C:3](=[O:20])[C@@H:4]([NH:12][C:13](=[O:19])[O:14][C:15]([CH3:18])([CH3:17])[CH3:16])[CH2:5][CH:6]1[CH2:11][CH2:10][CH2:9][CH2:8][CH2:7]1.[BH4-].[Na+], predict the reaction product. The product is: [Cl:1][CH2:2][C@@H:3]([OH:20])[C@@H:4]([NH:12][C:13](=[O:19])[O:14][C:15]([CH3:16])([CH3:17])[CH3:18])[CH2:5][CH:6]1[CH2:11][CH2:10][CH2:9][CH2:8][CH2:7]1. (3) The product is: [OH:1][C:2]1[CH:3]=[C:4]([CH:9]=[C:10]([O:12][CH3:13])[CH:11]=1)[C:5]([O:7][CH3:8])=[O:6]. Given the reactants [OH:1][C:2]1[CH:3]=[C:4]([CH:9]=[C:10]([OH:12])[CH:11]=1)[C:5]([O:7][CH3:8])=[O:6].[CH3:13]OS(OC)(=O)=O.C(=O)([O-])[O-].[K+].[K+], predict the reaction product.